This data is from Full USPTO retrosynthesis dataset with 1.9M reactions from patents (1976-2016). The task is: Predict the reactants needed to synthesize the given product. (1) Given the product [CH3:1][CH:2]([CH3:22])[CH2:3][C:4]1[C:14]2[O:13][CH2:12][CH2:11][N:10]([C:15]([O:17][C:18]([CH3:19])([CH3:21])[CH3:20])=[O:16])[CH2:9][C:8]=2[CH:7]=[CH:6][CH:5]=1, predict the reactants needed to synthesize it. The reactants are: [CH3:1][C:2]([CH3:22])=[CH:3][C:4]1[C:14]2[O:13][CH2:12][CH2:11][N:10]([C:15]([O:17][C:18]([CH3:21])([CH3:20])[CH3:19])=[O:16])[CH2:9][C:8]=2[CH:7]=[CH:6][CH:5]=1. (2) Given the product [NH:41]1[C:42]2[C:38](=[CH:37][C:36]([N:33]3[CH2:32][CH2:31][N:30]([CH2:29][CH2:28][C@H:21]4[C:22]5[C:27](=[CH:26][CH:25]=[CH:24][CH:23]=5)[N:19]([C:1](=[O:5])[C:2]([NH2:4])=[O:3])[CH2:20]4)[CH2:35][CH2:34]3)=[CH:44][CH:43]=2)[CH:39]=[CH:40]1, predict the reactants needed to synthesize it. The reactants are: [C:1](O)(=[O:5])[C:2]([NH2:4])=[O:3].C(N1C=CN=C1)(N1C=CN=C1)=O.[NH:19]1[C:27]2[C:22](=[CH:23][CH:24]=[CH:25][CH:26]=2)[C@H:21]([CH2:28][CH2:29][N:30]2[CH2:35][CH2:34][N:33]([C:36]3[CH:37]=[C:38]4[C:42](=[CH:43][CH:44]=3)[NH:41][CH:40]=[CH:39]4)[CH2:32][CH2:31]2)[CH2:20]1. (3) The reactants are: [C:1]([OH:6])(=[O:5])[C:2]([OH:4])=[O:3].[CH3:7][N:8]([CH3:39])[CH2:9][CH2:10][CH2:11][CH2:12][NH:13][C:14]([C:16]1[CH:17]=[C:18]([C:22]2[CH:27]=[CH:26][C:25]([CH2:28][S:29][CH2:30][CH2:31][O:32][C:33]3[CH:38]=[CH:37][CH:36]=[CH:35][CH:34]=3)=[CH:24][CH:23]=2)[CH:19]=[CH:20][CH:21]=1)=[O:15]. Given the product [C:1]([OH:6])(=[O:5])[C:2]([OH:4])=[O:3].[CH3:39][N:8]([CH3:7])[CH2:9][CH2:10][CH2:11][CH2:12][NH:13][C:14]([C:16]1[CH:17]=[C:18]([C:22]2[CH:27]=[CH:26][C:25]([CH2:28][S:29][CH2:30][CH2:31][O:32][C:33]3[CH:34]=[CH:35][CH:36]=[CH:37][CH:38]=3)=[CH:24][CH:23]=2)[CH:19]=[CH:20][CH:21]=1)=[O:15], predict the reactants needed to synthesize it. (4) Given the product [Cl:1][C:2]1[N:6]2[CH2:7][CH2:8][N:9]([C:27]([NH:26][C:23]([CH3:25])([CH3:24])[C:22]([F:40])([F:39])[F:21])=[O:28])[CH2:10][C:5]2=[C:4]([C:11]([NH2:13])=[O:12])[C:3]=1[C:14]1[CH:19]=[CH:18][CH:17]=[C:16]([F:20])[CH:15]=1, predict the reactants needed to synthesize it. The reactants are: [Cl:1][C:2]1[N:6]2[CH2:7][CH2:8][NH:9][CH2:10][C:5]2=[C:4]([C:11]([NH2:13])=[O:12])[C:3]=1[C:14]1[CH:19]=[CH:18][CH:17]=[C:16]([F:20])[CH:15]=1.[F:21][C:22]([F:40])([F:39])[C:23]([NH:26][C:27](=O)[O:28]C1C=CC([N+]([O-])=O)=CC=1)([CH3:25])[CH3:24].C(=O)([O-])[O-].[Na+].[Na+].[OH-].[Na+]. (5) The reactants are: Br[C:2]1[CH:7]=[CH:6][C:5]([Cl:8])=[CH:4][CH:3]=1.[Li]CCCC.CN(CCN(C)C)C.[C:22]([O:26][C:27]([N:29]1[CH2:34][CH2:33][CH:32]([CH:35]=[O:36])[CH2:31][CH2:30]1)=[O:28])([CH3:25])([CH3:24])[CH3:23]. Given the product [C:22]([O:26][C:27]([N:29]1[CH2:34][CH2:33][CH:32]([CH:35]([C:2]2[CH:7]=[CH:6][C:5]([Cl:8])=[CH:4][CH:3]=2)[OH:36])[CH2:31][CH2:30]1)=[O:28])([CH3:25])([CH3:24])[CH3:23], predict the reactants needed to synthesize it. (6) Given the product [CH2:1]([C:3]1[N:4]([C:28]2[CH:33]=[CH:32][C:31]([O:34][CH2:69][CH:70]3[CH2:48][CH2:53][O:68][CH2:72][CH2:71]3)=[CH:30][CH:29]=2)[C:5](=[O:27])[C:6]([CH2:12][C:13]2[CH:18]=[CH:17][C:16]([C:19]3[CH:24]=[CH:23][CH:22]=[CH:21][C:20]=3[C:25]3[NH:55][C:56](=[O:57])[O:58][N:26]=3)=[CH:15][CH:14]=2)=[C:7]([CH2:9][CH2:10][CH3:11])[N:8]=1)[CH3:2], predict the reactants needed to synthesize it. The reactants are: [CH2:1]([C:3]1[N:4]([C:28]2[CH:33]=[CH:32][C:31]([OH:34])=[CH:30][CH:29]=2)[C:5](=[O:27])[C:6]([CH2:12][C:13]2[CH:18]=[CH:17][C:16]([C:19]3[C:20]([C:25]#[N:26])=[CH:21][CH:22]=[CH:23][CH:24]=3)=[CH:15][CH:14]=2)=[C:7]([CH2:9][CH2:10][CH3:11])[N:8]=1)[CH3:2].C1(P([C:48]2[CH:53]=CC=CC=2)C2C=CC=CC=2)C=CC=CC=1.[N:55]([C:56]([O:58]C(C)C)=[O:57])=[N:55][C:56]([O:58]C(C)C)=[O:57].[O:68]1[CH2:72][CH2:71][CH2:70][CH2:69]1.